From a dataset of Cav3 T-type calcium channel HTS with 100,875 compounds. Binary Classification. Given a drug SMILES string, predict its activity (active/inactive) in a high-throughput screening assay against a specified biological target. (1) The compound is s1c(c2oc(nn2)Cc2ccc(F)cc2)ccc1. The result is 0 (inactive). (2) The molecule is S(=O)(=O)(NCC(=O)N(C1CCCCC1)C(CC)C(=O)NCc1occc1)c1ccccc1. The result is 0 (inactive). (3) The drug is S(c1n2c(n(CCC)c(=O)c3c2cccc3)nn1)Cc1sc2c(n1)cccc2. The result is 0 (inactive). (4) The drug is S(CC(N1CCN(CCC1=O)C)Cc1ccccc1)c1ccc(cc1)C. The result is 0 (inactive). (5) The result is 0 (inactive). The drug is s1nc(nc1Nc1cc(OC)c(OC)cc1)CC(=O)C. (6) The result is 0 (inactive). The molecule is O=C1CC(Cc2[nH]c(c(c12)C)C(OC)=O)c1c(OC)ccc(OC)c1. (7) The drug is O=C(N1CCN(CC1)c1ccccc1)CC(c1c2oc(=O)ccc2c(OC)cc1OC)c1cc(OC)c(OC)c(OC)c1. The result is 0 (inactive).